This data is from Forward reaction prediction with 1.9M reactions from USPTO patents (1976-2016). The task is: Predict the product of the given reaction. Given the reactants [CH3:1][N:2]1[CH2:7][CH2:6][N:5]([C:8]2[CH:9]=[C:10]([CH:12]=[CH:13][CH:14]=2)[NH2:11])[CH2:4][CH2:3]1.Cl[C:16]1[N:34]=[C:19]2[C:20]([NH:24][CH2:25][C:26]3[CH:31]=[CH:30][CH:29]=[C:28]([O:32][CH3:33])[CH:27]=3)=[CH:21][CH:22]=[CH:23][N:18]2[N:17]=1, predict the reaction product. The product is: [CH3:33][O:32][C:28]1[CH:27]=[C:26]([CH:31]=[CH:30][CH:29]=1)[CH2:25][NH:24][C:20]1[C:19]2[N:18]([N:17]=[C:16]([NH:11][C:10]3[CH:12]=[CH:13][CH:14]=[C:8]([N:5]4[CH2:4][CH2:3][N:2]([CH3:1])[CH2:7][CH2:6]4)[CH:9]=3)[N:34]=2)[CH:23]=[CH:22][CH:21]=1.